Dataset: Catalyst prediction with 721,799 reactions and 888 catalyst types from USPTO. Task: Predict which catalyst facilitates the given reaction. (1) Reactant: C[O:2][C:3]1[CH:8]=[CH:7][C:6]([C:9]2([C:17]3[CH:22]=[CH:21][C:20]([O:23]C)=[CH:19][CH:18]=3)[CH2:11][CH:10]2[CH2:12][CH2:13][CH2:14][CH2:15][CH3:16])=[CH:5][CH:4]=1.B(Br)(Br)Br. Product: [OH:2][C:3]1[CH:4]=[CH:5][C:6]([C:9]2([C:17]3[CH:18]=[CH:19][C:20]([OH:23])=[CH:21][CH:22]=3)[CH2:11][CH:10]2[CH2:12][CH2:13][CH2:14][CH2:15][CH3:16])=[CH:7][CH:8]=1. The catalyst class is: 2. (2) Reactant: [NH2:1][CH:2]([C:6]([NH2:8])=[O:7])[C:3]([NH2:5])=[O:4].[CH3:9]C([OH:12])C.C(OCC)(OCC)OCC.[ClH:23]. Product: [OH2:4].[OH2:12].[ClH:23].[OH:4][C:3]1[NH:5][CH:9]=[N:1][C:2]=1[C:6]([NH2:8])=[O:7]. The catalyst class is: 6. (3) Reactant: [F:1][C:2]1[CH:10]=[C:9]([F:11])[CH:8]=[CH:7][C:3]=1[C:4]([OH:6])=O.CCN(C(C)C)C(C)C.C1C=CC2N(O)N=NC=2C=1.[N:31]1([C:37]([O:39][C:40]([CH3:43])([CH3:42])[CH3:41])=[O:38])[CH2:36][CH2:35][NH:34][CH2:33][CH2:32]1.CCN=C=NCCCN(C)C.Cl. Product: [F:1][C:2]1[CH:10]=[C:9]([F:11])[CH:8]=[CH:7][C:3]=1[C:4]([N:34]1[CH2:33][CH2:32][N:31]([C:37]([O:39][C:40]([CH3:43])([CH3:42])[CH3:41])=[O:38])[CH2:36][CH2:35]1)=[O:6]. The catalyst class is: 34. (4) The catalyst class is: 4. Product: [C:18]1([C@H:17]([NH:24][C@H:2]([CH3:15])[CH2:3][C:4]2[CH:5]=[C:6]([CH2:10][C:11]([O:13][CH3:14])=[O:12])[CH:7]=[CH:8][CH:9]=2)[CH3:16])[CH:23]=[CH:22][CH:21]=[CH:20][CH:19]=1. Reactant: O=[C:2]([CH3:15])[CH2:3][C:4]1[CH:5]=[C:6]([CH2:10][C:11]([O:13][CH3:14])=[O:12])[CH:7]=[CH:8][CH:9]=1.[CH3:16][C@@H:17]([NH2:24])[C:18]1[CH:23]=[CH:22][CH:21]=[CH:20][CH:19]=1.C(O[BH-](OC(=O)C)OC(=O)C)(=O)C.[Na+].C(O)(=O)C. (5) Reactant: [C:1]([OH:8])(=[O:7])[CH2:2][CH2:3][C:4]([CH3:6])=O.Cl.[CH3:10][O:11][C:12]1[CH:17]=[CH:16][C:15]([N:18]([C:20](=[O:32])[C:21]2[CH:26]=[CH:25][C:24]([O:27][C:28]([F:31])([F:30])[F:29])=[CH:23][CH:22]=2)N)=[CH:14][CH:13]=1. Product: [CH3:10][O:11][C:12]1[CH:17]=[C:16]2[C:15](=[CH:14][CH:13]=1)[N:18]([C:20](=[O:32])[C:21]1[CH:26]=[CH:25][C:24]([O:27][C:28]([F:31])([F:30])[F:29])=[CH:23][CH:22]=1)[C:4]([CH3:6])=[C:3]2[CH2:2][C:1]([OH:8])=[O:7]. The catalyst class is: 15. (6) Reactant: [I:1][C:2]1[CH:7]=[CH:6][C:5]([CH2:8][OH:9])=[CH:4][CH:3]=1.[CH3:10][C:11]([Si:14](Cl)([CH3:16])[CH3:15])([CH3:13])[CH3:12].N1C=CN=C1. Product: [C:11]([Si:14]([O:9][CH2:8][C:5]1[CH:6]=[CH:7][C:2]([I:1])=[CH:3][CH:4]=1)([CH3:16])[CH3:15])([CH3:13])([CH3:12])[CH3:10]. The catalyst class is: 85.